This data is from Forward reaction prediction with 1.9M reactions from USPTO patents (1976-2016). The task is: Predict the product of the given reaction. (1) Given the reactants [OH-].[Na+].[Cl:3][CH:4]([CH2:8][CH2:9][CH2:10][CH2:11][CH2:12][CH2:13][CH2:14][CH2:15][CH2:16][CH2:17][CH2:18][CH2:19][CH2:20][CH2:21][CH2:22][CH3:23])[C:5]([OH:7])=[O:6].[N+]([O-])([O-])=O.[Ag+:28].[Ag].[Na], predict the reaction product. The product is: [Cl:3][CH:4]([CH2:8][CH2:9][CH2:10][CH2:11][CH2:12][CH2:13][CH2:14][CH2:15][CH2:16][CH2:17][CH2:18][CH2:19][CH2:20][CH2:21][CH2:22][CH3:23])[C:5]([O-:7])=[O:6].[Ag+:28]. (2) Given the reactants [O:1]1[CH:6]=[CH:5][CH2:4][CH2:3][CH2:2]1.O.C1(C)C=CC(S(O)(=O)=O)=CC=1.[C:19]([Si:23]([C:46]1[CH:51]=[CH:50][CH:49]=[CH:48][CH:47]=1)([C:40]1[CH:45]=[CH:44][CH:43]=[CH:42][CH:41]=1)[O:24][C:25]1[CH:34]=[CH:33][C:32]2[NH:31][C:30](=[O:35])[C:29]3=[C:36]([CH3:39])[NH:37][N:38]=[C:28]3[C:27]=2[CH:26]=1)([CH3:22])([CH3:21])[CH3:20], predict the reaction product. The product is: [C:19]([Si:23]([C:40]1[CH:41]=[CH:42][CH:43]=[CH:44][CH:45]=1)([C:46]1[CH:47]=[CH:48][CH:49]=[CH:50][CH:51]=1)[O:24][C:25]1[CH:34]=[CH:33][C:32]2[NH:31][C:30](=[O:35])[C:29]3=[C:36]([CH3:39])[N:37]([CH:6]4[CH2:5][CH2:4][CH2:3][CH2:2][O:1]4)[N:38]=[C:28]3[C:27]=2[CH:26]=1)([CH3:22])([CH3:20])[CH3:21]. (3) Given the reactants [CH3:1][O:2][C:3]([C:5]1[C:13]2[N:12]=[C:11]([C:14]3[C:19]([F:20])=[C:18]([F:21])[C:17]([C:22]4[CH:27]=[CH:26][C:25]([C:28](C)(C)[O:29][SiH2]C(C)(C)C)=[CH:24][CH:23]=4)=[C:16]([F:37])[C:15]=3[F:38])[NH:10][C:9]=2[CH:8]=[C:7]([CH3:39])[CH:6]=1)=[O:4].Cl, predict the reaction product. The product is: [CH3:1][O:2][C:3]([C:5]1[C:13]2[N:12]=[C:11]([C:14]3[C:15]([F:38])=[C:16]([F:37])[C:17]([C:22]4[CH:23]=[CH:24][C:25]([CH2:28][OH:29])=[CH:26][CH:27]=4)=[C:18]([F:21])[C:19]=3[F:20])[NH:10][C:9]=2[CH:8]=[C:7]([CH3:39])[CH:6]=1)=[O:4]. (4) The product is: [Cl:17][C:2]1[C:11]2[C:6](=[CH:7][CH:8]=[CH:9][CH:10]=2)[N:5]=[C:4]([C:12]#[N:14])[N:3]=1. Given the reactants O=[C:2]1[C:11]2[C:6](=[CH:7][CH:8]=[CH:9][CH:10]=2)[N:5]=[C:4]([C:12]([NH2:14])=O)[NH:3]1.O=P(Cl)(Cl)[Cl:17], predict the reaction product. (5) Given the reactants [NH2:1][C@H:2]([C:7]1[CH:12]=[CH:11][CH:10]=[CH:9][CH:8]=1)[CH2:3][C:4]([OH:6])=[O:5].S(=O)(=O)(O)O.[CH3:18]O, predict the reaction product. The product is: [NH2:1][C@H:2]([C:7]1[CH:12]=[CH:11][CH:10]=[CH:9][CH:8]=1)[CH2:3][C:4]([O:6][CH3:18])=[O:5]. (6) Given the reactants [F:1][C:2]([F:11])([F:10])[C@:3]([OH:9])([CH3:8])[C:4]([NH:6][NH2:7])=[O:5].[N:12]#[C:13]Br.C(=O)(O)[O-].[K+], predict the reaction product. The product is: [NH2:12][C:13]1[O:5][C:4]([C@@:3]([OH:9])([CH3:8])[C:2]([F:10])([F:11])[F:1])=[N:6][N:7]=1.